Dataset: Merck oncology drug combination screen with 23,052 pairs across 39 cell lines. Task: Regression. Given two drug SMILES strings and cell line genomic features, predict the synergy score measuring deviation from expected non-interaction effect. Drug 1: CC(=O)OC1C(=O)C2(C)C(O)CC3OCC3(OC(C)=O)C2C(OC(=O)c2ccccc2)C2(O)CC(OC(=O)C(O)C(NC(=O)c3ccccc3)c3ccccc3)C(C)=C1C2(C)C. Drug 2: O=C(CCCCCCC(=O)Nc1ccccc1)NO. Cell line: A2780. Synergy scores: synergy=-15.2.